From a dataset of Reaction yield outcomes from USPTO patents with 853,638 reactions. Predict the reaction yield, written as a fraction of the theoretical maximum amount of product (1.0 means a 100% yield; for example, 0.34 means a 34% yield). (1) The reactants are Cl.[NH2:2][C:3]1[C:8]([O:9][CH2:10][CH:11]2[CH2:16][CH2:15][N:14](C(OC(C)(C)C)=O)[CH2:13][CH2:12]2)=[CH:7][CH:6]=[CH:5][N:4]=1. The catalyst is CCOC(C)=O.C(Cl)Cl. The product is [NH:14]1[CH2:15][CH2:16][CH:11]([CH2:10][O:9][C:8]2[C:3]([NH2:2])=[N:4][CH:5]=[CH:6][CH:7]=2)[CH2:12][CH2:13]1. The yield is 0.950. (2) The reactants are [OH:1][CH2:2][CH2:3][O:4][CH2:5][C:6]([O:8][CH2:9][C:10]1[CH:15]=[CH:14][CH:13]=[CH:12][CH:11]=1)=[O:7].[O:16]1[CH2:21][CH2:20][CH2:19][CH2:18][CH:17]1[O:22][CH2:23][CH2:24][O:25][CH2:26][C:27](O)=[O:28].CC(C)N=C=NC(C)C. The catalyst is CN(C1C=CN=CC=1)C. The product is [O:16]1[CH2:21][CH2:20][CH2:19][CH2:18][CH:17]1[O:22][CH2:23][CH2:24][O:25][CH2:26][C:27]([O:1][CH2:2][CH2:3][O:4][CH2:5][C:6]([O:8][CH2:9][C:10]1[CH:11]=[CH:12][CH:13]=[CH:14][CH:15]=1)=[O:7])=[O:28]. The yield is 0.820.